Regression. Given a peptide amino acid sequence and an MHC pseudo amino acid sequence, predict their binding affinity value. This is MHC class I binding data. From a dataset of Peptide-MHC class I binding affinity with 185,985 pairs from IEDB/IMGT. (1) The peptide sequence is KEALAPVPIPF. The MHC is H-2-Kk with pseudo-sequence H-2-Kk. The binding affinity (normalized) is 0.479. (2) The peptide sequence is TAAIMLASY. The MHC is HLA-A02:03 with pseudo-sequence HLA-A02:03. The binding affinity (normalized) is 0.0847. (3) The peptide sequence is TIDLDPVIY. The MHC is HLA-A01:01 with pseudo-sequence HLA-A01:01. The binding affinity (normalized) is 0.398.